From a dataset of Catalyst prediction with 721,799 reactions and 888 catalyst types from USPTO. Predict which catalyst facilitates the given reaction. (1) Reactant: Cl[C:2]1[C:7]([N+:8]([O-:10])=[O:9])=[CH:6][N:5]=[C:4]([C:11]2[CH:16]=[CH:15][CH:14]=[CH:13][CH:12]=2)[N:3]=1.[CH:17]1([C:20]2[NH:24][N:23]=[C:22]([NH2:25])[CH:21]=2)[CH2:19][CH2:18]1. Product: [CH:17]1([C:20]2[NH:24][N:23]=[C:22]([NH:25][C:2]3[C:7]([N+:8]([O-:10])=[O:9])=[CH:6][N:5]=[C:4]([C:11]4[CH:16]=[CH:15][CH:14]=[CH:13][CH:12]=4)[N:3]=3)[CH:21]=2)[CH2:19][CH2:18]1. The catalyst class is: 22. (2) Reactant: [Cl:1][C:2]1[CH:19]=[CH:18][C:5]([CH2:6][N:7]2C(=O)C3=CC=CC=C3C2=O)=[CH:4][C:3]=1[O:20][CH3:21].O.NN. Product: [Cl:1][C:2]1[CH:19]=[CH:18][C:5]([CH2:6][NH2:7])=[CH:4][C:3]=1[O:20][CH3:21]. The catalyst class is: 8.